This data is from Catalyst prediction with 721,799 reactions and 888 catalyst types from USPTO. The task is: Predict which catalyst facilitates the given reaction. (1) Reactant: [CH3:1][NH:2][C:3](=[O:20])[C:4]1[CH:9]=[C:8]([N:10]2[CH2:15][CH2:14][N:13]([CH3:16])[CH2:12][CH2:11]2)[CH:7]=[CH:6][C:5]=1[N+:17]([O-])=O.[Cl:21][C:22]1[N:27]=[C:26](Cl)[C:25]([Cl:29])=[CH:24][N:23]=1.C(N(C(C)C)CC)(C)C.C(N(CC)CC)C. Product: [Cl:21][C:22]1[N:27]=[C:26]([NH:17][C:5]2[CH:6]=[CH:7][C:8]([N:10]3[CH2:15][CH2:14][N:13]([CH3:16])[CH2:12][CH2:11]3)=[CH:9][C:4]=2[C:3]([NH:2][CH3:1])=[O:20])[C:25]([Cl:29])=[CH:24][N:23]=1. The catalyst class is: 153. (2) Reactant: [N:1]1[C:6]2[NH:7][C:8]3[C:13]([C:5]=2[CH:4]=[CH:3][CH:2]=1)=[CH:12][CH:11]=[C:10]([OH:14])[CH:9]=3.Br[CH2:16][C:17]#[N:18].C([O-])([O-])=O.[K+].[K+].O. Product: [N:1]1[C:6]2[NH:7][C:8]3[C:13]([C:5]=2[CH:4]=[CH:3][CH:2]=1)=[CH:12][CH:11]=[C:10]([O:14][CH2:16][C:17]#[N:18])[CH:9]=3. The catalyst class is: 131. (3) Reactant: [CH3:1][C:2]1[N:6]=[C:5]([C:7]2[CH:12]=[CH:11][C:10]([N+:13]([O-])=O)=[CH:9][CH:8]=2)[S:4][N:3]=1.[Sn](Cl)Cl.C(=O)([O-])O.[Na+]. Product: [CH3:1][C:2]1[N:6]=[C:5]([C:7]2[CH:12]=[CH:11][C:10]([NH2:13])=[CH:9][CH:8]=2)[S:4][N:3]=1. The catalyst class is: 8. (4) Reactant: [N:1]1[CH:6]=[CH:5][CH:4]=[CH:3][C:2]=1[C:7]1[CH:15]=[CH:14][C:10]([C:11](Cl)=[O:12])=[CH:9][CH:8]=1.CCN(C(C)C)C(C)C.[F:25][C:26]1[CH:27]=[C:28]([CH:30]=[CH:31][C:32]=1[N:33]1[CH2:38][CH2:37][CH2:36][CH2:35][CH2:34]1)[NH2:29]. Product: [F:25][C:26]1[CH:27]=[C:28]([NH:29][C:11](=[O:12])[C:10]2[CH:14]=[CH:15][C:7]([C:2]3[CH:3]=[CH:4][CH:5]=[CH:6][N:1]=3)=[CH:8][CH:9]=2)[CH:30]=[CH:31][C:32]=1[N:33]1[CH2:34][CH2:35][CH2:36][CH2:37][CH2:38]1. The catalyst class is: 7. (5) Reactant: [C:1]([OH:9])(=[O:8])[C:2]1[CH:7]=[CH:6][CH:5]=[CH:4][CH:3]=1.[C:23]1(P([C:23]2[CH:28]=[CH:27][CH:26]=[CH:25][CH:24]=2)[C:23]2[CH:28]=[CH:27][CH:26]=[CH:25][CH:24]=2)[CH:28]=[CH:27][CH:26]=[CH:25][CH:24]=1.C[CH:40]([O:39][C:37](/[N:36]=[N:36]/[C:37]([O:39][CH:40](C)C)=[O:38])=[O:38])C. Product: [C:1]([O:9][C@H:3]1[C@@H:2]([CH2:7][CH3:6])[CH2:1][N:36]([C:37]([O:39][CH2:40][C:23]2[CH:24]=[CH:25][CH:26]=[CH:27][CH:28]=2)=[O:38])[CH2:4]1)(=[O:8])[C:2]1[CH:7]=[CH:6][CH:5]=[CH:4][CH:3]=1. The catalyst class is: 1.